Dataset: Forward reaction prediction with 1.9M reactions from USPTO patents (1976-2016). Task: Predict the product of the given reaction. (1) Given the reactants [NH2:1][C:2]([CH3:16])([CH2:5][N:6]1[CH:15]=[C:9]2[N:10]=[CH:11][C:12]([Br:14])=[CH:13][C:8]2=[N:7]1)[C:3]#[N:4].[F:17][C:18]([F:29])([F:28])[C:19]1[CH:27]=[CH:26][C:22]([C:23](Cl)=[S:24])=[CH:21][CH:20]=1, predict the reaction product. The product is: [Br:14][C:12]1[CH:11]=[N:10][C:9]2=[CH:15][N:6]([CH2:5][C:2]([NH:1][C:23](=[S:24])[C:22]3[CH:21]=[CH:20][C:19]([C:18]([F:17])([F:28])[F:29])=[CH:27][CH:26]=3)([C:3]#[N:4])[CH3:16])[N:7]=[C:8]2[CH:13]=1. (2) Given the reactants [N:1]([C:4]1[CH:9]=[CH:8][CH:7]=[CH:6][C:5]=1[O:10][C:11]([F:14])([F:13])[F:12])=[C:2]=[S:3].C(OC1C=CC=CC=1[N:25]=C=S)(C)C, predict the reaction product. The product is: [F:13][C:11]([F:12])([F:14])[O:10][C:5]1[CH:6]=[CH:7][CH:8]=[CH:9][C:4]=1[NH:1][C:2]([NH2:25])=[S:3].